This data is from Reaction yield outcomes from USPTO patents with 853,638 reactions. The task is: Predict the reaction yield, written as a fraction of the theoretical maximum amount of product (1.0 means a 100% yield; for example, 0.34 means a 34% yield). (1) The reactants are [C:1]([O:5][C:6]([N:8]1[CH2:13][CH2:12][C:11]([C:15]2[S:16][C:17]([C:28]3[CH:33]=[CH:32][C:31]([O:34][CH3:35])=[CH:30][CH:29]=3)=[C:18]([C:20]3[CH:25]=[CH:24][C:23]([O:26][CH3:27])=[CH:22][CH:21]=3)[N:19]=2)([OH:14])[CH2:10][CH2:9]1)=[O:7])([CH3:4])([CH3:3])[CH3:2].[H-].[Na+].[CH3:38]I.Cl. The catalyst is CN(C)C=O. The product is [C:1]([O:5][C:6]([N:8]1[CH2:9][CH2:10][C:11]([C:15]2[S:16][C:17]([C:28]3[CH:29]=[CH:30][C:31]([O:34][CH3:35])=[CH:32][CH:33]=3)=[C:18]([C:20]3[CH:25]=[CH:24][C:23]([O:26][CH3:27])=[CH:22][CH:21]=3)[N:19]=2)([O:14][CH3:38])[CH2:12][CH2:13]1)=[O:7])([CH3:4])([CH3:3])[CH3:2]. The yield is 0.420. (2) The reactants are Cl[C:2]1[C:11]2[C:6](=C[C:8]([NH:12]S(C3C=CC(C)=CC=3)(=O)=O)=[CH:9][CH:10]=2)[CH:5]=[CH:4][N:3]=1.[NH3:23]. No catalyst specified. The product is [NH2:23][C:8]1[CH:9]=[CH:10][C:11]2[C:6](=[CH:5][CH:4]=[N:3][CH:2]=2)[N:12]=1. The yield is 0.897. (3) The reactants are [Br:1][C:2]#[C:3][C:4]([O:6][CH3:7])=[O:5].[N:8]1([C:13]([O:15][C:16]([CH3:19])([CH3:18])[CH3:17])=[O:14])[CH:12]=[CH:11][CH:10]=[CH:9]1. The catalyst is C(OCC)(=O)C.CCCCCC. The product is [Br:1][C:2]1[CH:9]2[N:8]([C:13]([O:15][C:16]([CH3:19])([CH3:18])[CH3:17])=[O:14])[CH:12]([CH:11]=[CH:10]2)[C:3]=1[C:4]([O:6][CH3:7])=[O:5]. The yield is 0.200. (4) The reactants are Br[C:2]1[CH:7]=[CH:6][CH:5]=[CH:4][C:3]=1[C:8]1[CH:13]=[CH:12][CH:11]=[CH:10][CH:9]=1.[Br:14][C:15]1[CH:16]=[C:17]([C:21]([C:23]2[CH:28]=[CH:27][CH:26]=[CH:25][N:24]=2)=O)[CH:18]=[CH:19][CH:20]=1.CC(OC(C)=O)=O.Cl. The catalyst is C1COCC1.CC(O)=O. The product is [Br:14][C:15]1[CH:16]=[C:17]([C:21]2([C:23]3[CH:28]=[CH:27][CH:26]=[CH:25][N:24]=3)[C:9]3[CH:10]=[CH:11][CH:12]=[CH:13][C:8]=3[C:3]3[C:2]2=[CH:7][CH:6]=[CH:5][CH:4]=3)[CH:18]=[CH:19][CH:20]=1. The yield is 0.700. (5) The reactants are C(OC([N:8]1[CH2:13][CH2:12][CH:11]([N:14]2[C:19]3[CH:20]=[C:21]([Cl:24])[CH:22]=[CH:23][C:18]=3[O:17][CH2:16][C:15]2=[O:25])[CH2:10][CH2:9]1)=O)(C)(C)C. The catalyst is C(O)(C(F)(F)F)=O.C(Cl)Cl. The product is [Cl:24][C:21]1[CH:22]=[CH:23][C:18]2[O:17][CH2:16][C:15](=[O:25])[N:14]([CH:11]3[CH2:10][CH2:9][NH:8][CH2:13][CH2:12]3)[C:19]=2[CH:20]=1. The yield is 0.960. (6) The reactants are [NH2:1][C:2]1[C:3]2[CH2:14][N:13]([C:15]([O:17][C:18]([CH3:21])([CH3:20])[CH3:19])=[O:16])[C:12]([CH3:23])([CH3:22])[C:4]=2[N:5]([C:7]([O:9][CH2:10][CH3:11])=[O:8])[N:6]=1.[F:24][C:25]1[CH:26]=[C:27]([N:31]=[C:32]=[O:33])[CH:28]=[CH:29][CH:30]=1. The catalyst is C1COCC1. The product is [F:24][C:25]1[CH:26]=[C:27]([NH:31][C:32]([NH:1][C:2]2[C:3]3[CH2:14][N:13]([C:15]([O:17][C:18]([CH3:21])([CH3:20])[CH3:19])=[O:16])[C:12]([CH3:22])([CH3:23])[C:4]=3[N:5]([C:7]([O:9][CH2:10][CH3:11])=[O:8])[N:6]=2)=[O:33])[CH:28]=[CH:29][CH:30]=1. The yield is 0.710. (7) The reactants are [F:1][CH:2]([F:15])[C:3]1([C:9]([O:11]C(C)C)=[O:10])[CH2:6][C:5]([F:8])([F:7])[CH2:4]1.[OH-].[Na+]. The catalyst is C(O)C.O. The product is [F:15][CH:2]([F:1])[C:3]1([C:9]([OH:11])=[O:10])[CH2:6][C:5]([F:7])([F:8])[CH2:4]1. The yield is 0.740. (8) The reactants are [Cl:1][C:2]1[CH:11]=[CH:10][C:9]2[C:4](=[CH:5][CH:6]=[C:7]([CH:12](Br)Br)[CH:8]=2)[N:3]=1.C1N2CN3CN(C2)CN1C3.[OH2:25].Cl. The product is [Cl:1][C:2]1[CH:11]=[CH:10][C:9]2[C:4](=[CH:5][CH:6]=[C:7]([CH:12]=[O:25])[CH:8]=2)[N:3]=1. The catalyst is C(O)C.[Cl-].[Na+].O. The yield is 0.920.